This data is from Catalyst prediction with 721,799 reactions and 888 catalyst types from USPTO. The task is: Predict which catalyst facilitates the given reaction. (1) Reactant: [CH3:1][C:2]1[S:3][C:4]2[C:13]3[CH:12]=[CH:11][CH:10]=[CH:9][C:8]=3[N:7]=[C:6]([NH:14]C(=O)C(Cl)(Cl)Cl)[C:5]=2[N:21]=1.C[O-].[Na+].C. Product: [CH3:1][C:2]1[S:3][C:4]2[C:13]3[CH:12]=[CH:11][CH:10]=[CH:9][C:8]=3[N:7]=[C:6]([NH2:14])[C:5]=2[N:21]=1. The catalyst class is: 5. (2) Reactant: C[O:2][C:3](=[O:36])[CH2:4][CH2:5][C:6]1[CH:11]=[CH:10][CH:9]=[C:8]([NH:12][C:13]2[C:14]3[C:21]([C:22]4[CH:27]=[CH:26][C:25]([O:28][CH3:29])=[CH:24][CH:23]=4)=[C:20]([C:30]4[CH:35]=[CH:34][CH:33]=[CH:32][CH:31]=4)[O:19][C:15]=3[N:16]=[CH:17][N:18]=2)[CH:7]=1.[OH-].[Na+].Cl. Product: [CH3:29][O:28][C:25]1[CH:24]=[CH:23][C:22]([C:21]2[C:14]3[C:13]([NH:12][C:8]4[CH:7]=[C:6]([CH2:5][CH2:4][C:3]([OH:36])=[O:2])[CH:11]=[CH:10][CH:9]=4)=[N:18][CH:17]=[N:16][C:15]=3[O:19][C:20]=2[C:30]2[CH:35]=[CH:34][CH:33]=[CH:32][CH:31]=2)=[CH:27][CH:26]=1. The catalyst class is: 1. (3) Reactant: [C:1]([O:5][C:6](=[O:35])[NH:7][C:8]1([C:12]2[CH:17]=[CH:16][C:15]([C:18]3[C:27]([C:28]4[CH:33]=[CH:32][CH:31]=[CH:30][CH:29]=4)=[CH:26][C:25]4[C:24](=S)[NH:23][CH2:22][CH2:21][C:20]=4[N:19]=3)=[CH:14][CH:13]=2)[CH2:11][CH2:10][CH2:9]1)([CH3:4])([CH3:3])[CH3:2].[CH2:36](O)[CH3:37]. Product: [C:1]([O:5][C:6](=[O:35])[NH:7][C:8]1([C:12]2[CH:17]=[CH:16][C:15]([C:18]3[C:27]([C:28]4[CH:33]=[CH:32][CH:31]=[CH:30][CH:29]=4)=[CH:26][C:25]4[CH2:24][N:23]([CH2:36][CH3:37])[CH2:22][CH2:21][C:20]=4[N:19]=3)=[CH:14][CH:13]=2)[CH2:11][CH2:10][CH2:9]1)([CH3:4])([CH3:3])[CH3:2]. The catalyst class is: 181. (4) Reactant: [OH:1][C:2]1[CH:3]=[CH:4][C:5]2[CH2:6][C@H:7]3[NH:18][CH2:17][CH2:16][C@@:13]4([C:14]=2[CH:15]=1)[C@H:8]3[CH2:9][CH2:10][CH2:11][CH2:12]4.C(N(CC)CC)C.Cl[C:27]([O:29][CH2:30][C:31]1[CH:36]=[CH:35][CH:34]=[CH:33][CH:32]=1)=[O:28].[Na+].[Cl-]. Product: [OH:1][C:2]1[CH:3]=[CH:4][C:5]2[CH2:6][C@H:7]3[N:18]([C:27]([O:29][CH2:30][C:31]4[CH:36]=[CH:35][CH:34]=[CH:33][CH:32]=4)=[O:28])[CH2:17][CH2:16][C@@:13]4([C:14]=2[CH:15]=1)[C@H:8]3[CH2:9][CH2:10][CH2:11][CH2:12]4. The catalyst class is: 4. (5) Reactant: [C:1]([C:3]1[N:8]=[CH:7][CH:6]=[CH:5][N:4]=1)#[N:2].C([NH:12][C@H](C(O)=O)CS)(=O)C.C([O-])(=O)C.[NH4+].C([O:26][C:27]([C:29]([C:32](=O)C)=[CH:30][O-])=[O:28])C.[Na+].[OH-].[Na+]. Product: [N:2]1[CH:30]=[C:29]([C:27]([OH:26])=[O:28])[CH:32]=[N:12][C:1]=1[C:3]1[N:8]=[CH:7][CH:6]=[CH:5][N:4]=1. The catalyst class is: 72. (6) Reactant: [NH2:1][CH:2]([CH:4]1[CH2:9][CH2:8][N:7]([C:10]([O:12][C:13]([CH3:16])([CH3:15])[CH3:14])=[O:11])[CH2:6][CH2:5]1)[CH3:3].C(O)(=O)[C@@H](C1C=CC=CC=1)O. Product: [NH2:1][C@@H:2]([CH:4]1[CH2:5][CH2:6][N:7]([C:10]([O:12][C:13]([CH3:14])([CH3:16])[CH3:15])=[O:11])[CH2:8][CH2:9]1)[CH3:3]. The catalyst class is: 21. (7) Reactant: [N+:1]([C:4]1[CH:13]=[CH:12][CH:11]=[C:10]2[C:5]=1[CH:6]=[N:7][N:8]=[CH:9]2)([O-])=O.Cl[Sn]Cl.[OH-].[Na+]. Product: [CH:9]1[C:10]2[C:5](=[C:4]([NH2:1])[CH:13]=[CH:12][CH:11]=2)[CH:6]=[N:7][N:8]=1. The catalyst class is: 33.